Dataset: Full USPTO retrosynthesis dataset with 1.9M reactions from patents (1976-2016). Task: Predict the reactants needed to synthesize the given product. (1) Given the product [CH:2]([C:3]1([NH:6][C:7](=[O:13])[O:8][C:9]([CH3:11])([CH3:10])[CH3:12])[CH2:5][CH2:4]1)=[O:1], predict the reactants needed to synthesize it. The reactants are: [OH:1][CH2:2][C:3]1([NH:6][C:7](=[O:13])[O:8][C:9]([CH3:12])([CH3:11])[CH3:10])[CH2:5][CH2:4]1.CC(OI1(OC(C)=O)(OC(C)=O)OC(=O)C2C=CC=CC1=2)=O. (2) Given the product [CH3:24][O:25][C:26]([C:28]1[CH2:29][N:30]([C:44]([O:46][C:47]([CH3:50])([CH3:49])[CH3:48])=[O:45])[CH2:31][C:32]2([C:35]=1[C:2]1[CH:7]=[CH:6][C:5]([CH2:8][CH2:9][CH2:10][O:11][Si:12]([C:15]([CH3:18])([CH3:17])[CH3:16])([CH3:14])[CH3:13])=[CH:4][CH:3]=1)[CH2:33][CH2:34]2)=[O:27], predict the reactants needed to synthesize it. The reactants are: Br[C:2]1[CH:7]=[CH:6][C:5]([CH2:8][CH2:9][CH2:10][O:11][Si:12]([C:15]([CH3:18])([CH3:17])[CH3:16])([CH3:14])[CH3:13])=[CH:4][CH:3]=1.[Li]CCCC.[CH3:24][O:25][C:26]([C:28]1[CH2:29][N:30]([C:44]([O:46][C:47]([CH3:50])([CH3:49])[CH3:48])=[O:45])[CH2:31][C:32]2([C:35]=1OS(C(F)(F)F)(=O)=O)[CH2:34][CH2:33]2)=[O:27].